This data is from Forward reaction prediction with 1.9M reactions from USPTO patents (1976-2016). The task is: Predict the product of the given reaction. (1) The product is: [F:19][C:16]1[CH:17]=[CH:18][C:13]([NH:12][C:4]2[CH:3]=[C:2]([C:25]3[CH:26]=[CH:27][C:22]([C:21]([F:32])([F:31])[F:20])=[CH:23][CH:24]=3)[CH:11]=[CH:10][C:5]=2[C:6]([OH:8])=[O:7])=[CH:14][CH:15]=1. Given the reactants Br[C:2]1[CH:11]=[CH:10][C:5]([C:6]([O:8]C)=[O:7])=[C:4]([NH:12][C:13]2[CH:18]=[CH:17][C:16]([F:19])=[CH:15][CH:14]=2)[CH:3]=1.[F:20][C:21]([F:32])([F:31])[C:22]1[CH:27]=[CH:26][C:25](B(O)O)=[CH:24][CH:23]=1.C(=O)([O-])[O-].[Na+].[Na+], predict the reaction product. (2) Given the reactants [CH3:1][O:2][C:3]1[CH:22]=[CH:21][CH:20]=[C:19]([O:23][CH3:24])[C:4]=1[CH2:5][NH:6][C:7]([NH:9][C:10]1[S:11][C:12]2[CH2:13][NH:14][CH2:15][CH2:16][C:17]=2[N:18]=1)=[NH:8].[C:25](Cl)(=[O:27])[CH3:26].C(N(CC)CC)C, predict the reaction product. The product is: [C:25]([N:14]1[CH2:15][CH2:16][C:17]2[N:18]=[C:10]([NH:9][C:7]([NH:6][CH2:5][C:4]3[C:19]([O:23][CH3:24])=[CH:20][CH:21]=[CH:22][C:3]=3[O:2][CH3:1])=[NH:8])[S:11][C:12]=2[CH2:13]1)(=[O:27])[CH3:26].